Dataset: Drug-target binding data from BindingDB using IC50 measurements. Task: Regression. Given a target protein amino acid sequence and a drug SMILES string, predict the binding affinity score between them. We predict pIC50 (pIC50 = -log10(IC50 in M); higher means more potent). Dataset: bindingdb_ic50. The compound is CC(/C=C1\C=CCCC1)=C\C=C\C(C)=C\C(=O)O. The target protein (P62965) has sequence MPNFAGTWKMRSSENFDELLKALGVNAMLRKVAVAAASKPHVEIRQDGDQFYIKTSTTVRTTEINFKVGEGFEEETVDGRKCRSLPTWENENKIHCTQTLLEGDGPKTYWTRELANDELILTFGADDVVCTRIYVRE. The pIC50 is 5.0.